Dataset: Forward reaction prediction with 1.9M reactions from USPTO patents (1976-2016). Task: Predict the product of the given reaction. (1) Given the reactants [C:1]([C:3]1[C:4]([N:16]2[CH2:21][CH2:20][CH:19]([C:22]([OH:24])=O)[CH2:18][CH2:17]2)=[N:5][C:6]([O:14][CH3:15])=[C:7]([C:9]([O:11][CH2:12][CH3:13])=[O:10])[CH:8]=1)#[N:2].[F:25][C:26]1[CH:27]=[C:28]([CH2:33][S:34]([NH2:37])(=[O:36])=[O:35])[CH:29]=[CH:30][C:31]=1[F:32], predict the reaction product. The product is: [C:1]([C:3]1[C:4]([N:16]2[CH2:17][CH2:18][CH:19]([C:22](=[O:24])[NH:37][S:34]([CH2:33][C:28]3[CH:29]=[CH:30][C:31]([F:32])=[C:26]([F:25])[CH:27]=3)(=[O:35])=[O:36])[CH2:20][CH2:21]2)=[N:5][C:6]([O:14][CH3:15])=[C:7]([CH:8]=1)[C:9]([O:11][CH2:12][CH3:13])=[O:10])#[N:2]. (2) Given the reactants [Br:1][C:2]1[CH:3]=[C:4]2[C:9](=[CH:10][CH:11]=1)[N:8]=[C:7](O)[CH:6]=[N:5]2.P(Cl)(Cl)([Cl:15])=O.Cl.C([O-])(O)=O.[Na+], predict the reaction product. The product is: [Br:1][C:2]1[CH:3]=[C:4]2[C:9](=[CH:10][CH:11]=1)[N:8]=[C:7]([Cl:15])[CH:6]=[N:5]2.